This data is from Reaction yield outcomes from USPTO patents with 853,638 reactions. The task is: Predict the reaction yield, written as a fraction of the theoretical maximum amount of product (1.0 means a 100% yield; for example, 0.34 means a 34% yield). (1) The reactants are [F:1][C:2]1[CH:7]=[CH:6][CH:5]=[CH:4][C:3]=1[N:8]1[CH2:13][CH2:12][NH:11][CH2:10][CH2:9]1.I[CH2:15][CH2:16][OH:17].C(=O)([O-])[O-].[K+].[K+]. The catalyst is CN(C)C=O. The product is [OH:17][CH2:16][CH2:15][N:11]1[CH2:12][CH2:13][N:8]([C:3]2[CH:4]=[CH:5][CH:6]=[CH:7][C:2]=2[F:1])[CH2:9][CH2:10]1. The yield is 0.650. (2) The reactants are [NH2:1][C:2]1[CH:7]=[CH:6][C:5]([CH:8]2[CH2:13][C:12](=[O:14])[N:11]([CH3:15])[C:10](=[O:16])[CH2:9]2)=[CH:4][C:3]=1Br.[O-]P([O-])([O-])=O.[K+].[K+].[K+].[C:26]1(B(O)O)[CH2:31][CH2:30][CH2:29][CH2:28][CH:27]=1.C1(P(C2CCCCC2)C2C=CC=CC=2C2C=CC=CC=2)CCCCC1. The catalyst is C1(C)C=CC=CC=1.CCOC(C)=O.CC([O-])=O.CC([O-])=O.[Pd+2].O1CCOCC1. The product is [NH2:1][C:2]1[CH:7]=[CH:6][C:5]([CH:8]2[CH2:13][C:12](=[O:14])[N:11]([CH3:15])[C:10](=[O:16])[CH2:9]2)=[CH:4][C:3]=1[C:26]1[CH2:31][CH2:30][CH2:29][CH2:28][CH:27]=1. The yield is 1.00.